From a dataset of Forward reaction prediction with 1.9M reactions from USPTO patents (1976-2016). Predict the product of the given reaction. (1) Given the reactants N[C:2]1[C:3]([NH2:9])=[C:4]([CH3:8])[CH:5]=[CH:6][CH:7]=1.[C:10](=[O:24])([O:12]C1C=[C:18]([O:20][C:21](=[O:23])[NH2:22])[CH:17]=[CH:16][C:14]=1C)[NH2:11], predict the reaction product. The product is: [CH3:8][C:4]1[CH:5]=[CH:6][C:7]([NH:11][C:10](=[O:12])[OH:24])=[CH:2][C:3]=1[NH:9][C:10](=[O:12])[OH:24].[CH2:18]([O:20][C:21]([NH:9][C:3]1[CH:2]=[C:7]([NH:22][C:21]([O:20][CH2:18][CH2:17][CH2:16][CH3:14])=[O:23])[CH:6]=[CH:5][C:4]=1[CH3:8])=[O:23])[CH2:17][CH2:16][CH3:14].[CH3:8][C:4]1[C:5]([NH:11][C:10](=[O:12])[OH:24])=[CH:6][CH:7]=[CH:2][C:3]=1[NH:9][C:10](=[O:12])[OH:24].[CH2:18]([O:20][C:21]([NH:22][C:5]1[CH:6]=[CH:7][CH:2]=[C:3]([NH:9][C:21]([O:20][CH2:18][CH2:17][CH2:16][CH3:14])=[O:23])[C:4]=1[CH3:8])=[O:23])[CH2:17][CH2:16][CH3:14]. (2) Given the reactants [F:1][C:2]1[CH:3]=[C:4]([CH2:9][CH:10]([NH:21][C:22](=[O:24])[CH3:23])[CH:11]2[CH:15]3[CH2:16][CH2:17][CH2:18][CH2:19][N:14]3C(=O)[O:12]2)[CH:5]=[C:6]([F:8])[CH:7]=1.[OH-].[Na+], predict the reaction product. The product is: [F:1][C:2]1[CH:3]=[C:4]([CH:5]=[C:6]([F:8])[CH:7]=1)[CH2:9][CH:10]([NH:21][C:22](=[O:24])[CH3:23])[CH:11]([OH:12])[CH:15]1[CH2:16][CH2:17][CH2:18][CH2:19][NH:14]1.